This data is from Peptide-MHC class I binding affinity with 185,985 pairs from IEDB/IMGT. The task is: Regression. Given a peptide amino acid sequence and an MHC pseudo amino acid sequence, predict their binding affinity value. This is MHC class I binding data. (1) The peptide sequence is RDITAFEGL. The MHC is HLA-B15:09 with pseudo-sequence HLA-B15:09. The binding affinity (normalized) is 0.0847. (2) The peptide sequence is LEYEGGAAL. The MHC is HLA-B14:02 with pseudo-sequence HLA-B14:02. The binding affinity (normalized) is 0.242. (3) The MHC is HLA-A30:01 with pseudo-sequence HLA-A30:01. The binding affinity (normalized) is 0.0847. The peptide sequence is RKLGWWLKL. (4) The peptide sequence is KKSEIYVAW. The MHC is Mamu-B17 with pseudo-sequence Mamu-B17. The binding affinity (normalized) is 0.416.